From a dataset of NCI-60 drug combinations with 297,098 pairs across 59 cell lines. Regression. Given two drug SMILES strings and cell line genomic features, predict the synergy score measuring deviation from expected non-interaction effect. (1) Drug 1: CCCS(=O)(=O)NC1=C(C(=C(C=C1)F)C(=O)C2=CNC3=C2C=C(C=N3)C4=CC=C(C=C4)Cl)F. Drug 2: CC12CCC3C(C1CCC2=O)CC(=C)C4=CC(=O)C=CC34C. Cell line: K-562. Synergy scores: CSS=62.0, Synergy_ZIP=1.46, Synergy_Bliss=-1.65, Synergy_Loewe=-16.5, Synergy_HSA=-3.21. (2) Drug 1: C1=NC(=NC(=O)N1C2C(C(C(O2)CO)O)O)N. Drug 2: C1=CC=C(C(=C1)C(C2=CC=C(C=C2)Cl)C(Cl)Cl)Cl. Cell line: SK-OV-3. Synergy scores: CSS=-3.73, Synergy_ZIP=-1.23, Synergy_Bliss=-4.50, Synergy_Loewe=-1.03, Synergy_HSA=-3.34. (3) Drug 1: C1CN(CCN1C(=O)CCBr)C(=O)CCBr. Drug 2: C1CN(P(=O)(OC1)NCCCl)CCCl. Cell line: RPMI-8226. Synergy scores: CSS=36.1, Synergy_ZIP=-5.20, Synergy_Bliss=-2.47, Synergy_Loewe=-13.6, Synergy_HSA=-2.57. (4) Drug 1: C1=CC(=CC=C1CCC2=CNC3=C2C(=O)NC(=N3)N)C(=O)NC(CCC(=O)O)C(=O)O. Drug 2: C1=CN(C(=O)N=C1N)C2C(C(C(O2)CO)O)O.Cl. Cell line: HOP-62. Synergy scores: CSS=58.6, Synergy_ZIP=-3.89, Synergy_Bliss=-2.44, Synergy_Loewe=-1.44, Synergy_HSA=2.05. (5) Drug 1: CC1OCC2C(O1)C(C(C(O2)OC3C4COC(=O)C4C(C5=CC6=C(C=C35)OCO6)C7=CC(=C(C(=C7)OC)O)OC)O)O. Drug 2: N.N.Cl[Pt+2]Cl. Cell line: SN12C. Synergy scores: CSS=30.1, Synergy_ZIP=-6.88, Synergy_Bliss=-1.13, Synergy_Loewe=-14.9, Synergy_HSA=-1.09. (6) Drug 1: C1CC(=O)NC(=O)C1N2CC3=C(C2=O)C=CC=C3N. Drug 2: C1=CC=C(C(=C1)C(C2=CC=C(C=C2)Cl)C(Cl)Cl)Cl. Cell line: U251. Synergy scores: CSS=6.07, Synergy_ZIP=-0.872, Synergy_Bliss=1.55, Synergy_Loewe=1.96, Synergy_HSA=2.47. (7) Drug 1: C1C(C(OC1N2C=C(C(=O)NC2=O)F)CO)O. Drug 2: CC1=C(C=C(C=C1)NC(=O)C2=CC=C(C=C2)CN3CCN(CC3)C)NC4=NC=CC(=N4)C5=CN=CC=C5. Cell line: SNB-75. Synergy scores: CSS=14.0, Synergy_ZIP=-6.96, Synergy_Bliss=-4.77, Synergy_Loewe=-19.4, Synergy_HSA=-2.80. (8) Synergy scores: CSS=-5.58, Synergy_ZIP=1.29, Synergy_Bliss=-2.79, Synergy_Loewe=-1.80, Synergy_HSA=-6.17. Drug 1: C#CCC(CC1=CN=C2C(=N1)C(=NC(=N2)N)N)C3=CC=C(C=C3)C(=O)NC(CCC(=O)O)C(=O)O. Cell line: SNB-19. Drug 2: CN(C(=O)NC(C=O)C(C(C(CO)O)O)O)N=O. (9) Drug 1: C(=O)(N)NO. Drug 2: C1C(C(OC1N2C=NC3=C2NC=NCC3O)CO)O. Cell line: RPMI-8226. Synergy scores: CSS=17.3, Synergy_ZIP=0.900, Synergy_Bliss=-2.50, Synergy_Loewe=4.39, Synergy_HSA=-0.0791. (10) Drug 1: CCN(CC)CCNC(=O)C1=C(NC(=C1C)C=C2C3=C(C=CC(=C3)F)NC2=O)C. Drug 2: C1=NC2=C(N1)C(=S)N=CN2. Cell line: SF-295. Synergy scores: CSS=44.0, Synergy_ZIP=-0.0764, Synergy_Bliss=-2.81, Synergy_Loewe=-12.3, Synergy_HSA=-2.06.